From a dataset of Full USPTO retrosynthesis dataset with 1.9M reactions from patents (1976-2016). Predict the reactants needed to synthesize the given product. (1) Given the product [ClH:36].[ClH:39].[Cl:36][C:31]1[C:30]([CH3:37])=[N:29][C:28]2[N:33]([N:34]=[C:26]3[CH2:25][N:24]([C:22]([C:16]4[CH:17]=[CH:18][C:19]([F:21])=[CH:20][C:15]=4[CH2:14][N:11]4[CH2:10][CH2:9][NH:8][CH2:13][CH2:12]4)=[O:23])[CH2:38][C:27]3=2)[C:32]=1[CH3:35], predict the reactants needed to synthesize it. The reactants are: C(OC([N:8]1[CH2:13][CH2:12][N:11]([CH2:14][C:15]2[CH:20]=[C:19]([F:21])[CH:18]=[CH:17][C:16]=2[C:22]([N:24]2[CH2:38][C:27]3=[C:28]4[N:33]([N:34]=[C:26]3[CH2:25]2)[C:32]([CH3:35])=[C:31]([Cl:36])[C:30]([CH3:37])=[N:29]4)=[O:23])[CH2:10][CH2:9]1)=O)(C)(C)C.[ClH:39].O1CCOCC1. (2) Given the product [F:23][C:24]([F:34])([F:35])[C:25]1[CH:33]=[CH:32][C:28]([C:29]([N:1]2[C:9]3[C:4](=[CH:5][CH:6]=[CH:7][CH:8]=3)[C:3]([CH:10]3[CH2:15][CH2:14][N:13]([C:16]([O:18][C:19]([CH3:22])([CH3:21])[CH3:20])=[O:17])[CH2:12][CH2:11]3)=[CH:2]2)=[O:30])=[CH:27][CH:26]=1, predict the reactants needed to synthesize it. The reactants are: [NH:1]1[C:9]2[C:4](=[CH:5][CH:6]=[CH:7][CH:8]=2)[C:3]([CH:10]2[CH2:15][CH2:14][N:13]([C:16]([O:18][C:19]([CH3:22])([CH3:21])[CH3:20])=[O:17])[CH2:12][CH2:11]2)=[CH:2]1.[F:23][C:24]([F:35])([F:34])[C:25]1[CH:33]=[CH:32][C:28]([C:29](Cl)=[O:30])=[CH:27][CH:26]=1.C(N(CC)CC)C.C(NCCCNCC)C.